The task is: Predict the reactants needed to synthesize the given product.. This data is from Full USPTO retrosynthesis dataset with 1.9M reactions from patents (1976-2016). (1) Given the product [CH3:1][O:2][CH2:3][CH2:4][N:5]1[C:14]([C:15]2[S:16][CH:17]=[CH:18][CH:19]=2)=[C:13]([CH2:20][NH:28][C:27]2[CH:29]=[CH:30][CH:31]=[C:25]([O:24][CH3:23])[CH:26]=2)[C:12]2[C:7](=[CH:8][CH:9]=[CH:10][CH:11]=2)[C:6]1=[O:22], predict the reactants needed to synthesize it. The reactants are: [CH3:1][O:2][CH2:3][CH2:4][N:5]1[C:14]([C:15]2[S:16][CH:17]=[CH:18][CH:19]=2)=[C:13]([CH:20]=O)[C:12]2[C:7](=[CH:8][CH:9]=[CH:10][CH:11]=2)[C:6]1=[O:22].[CH3:23][O:24][C:25]1[CH:26]=[C:27]([CH:29]=[CH:30][CH:31]=1)[NH2:28].C(O[BH-](OC(=O)C)OC(=O)C)(=O)C.[Na+]. (2) Given the product [CH2:2]1[C:6]2([CH2:7][CH2:8][NH:9][CH2:10][CH2:11]2)[CH2:5][CH2:4][N:3]1[C:20](=[O:21])[CH3:19], predict the reactants needed to synthesize it. The reactants are: Cl.[CH2:2]1[C:6]2([CH2:11][CH2:10][N:9](C(OC(C)(C)C)=O)[CH2:8][CH2:7]2)[CH2:5][CH2:4][NH:3]1.[CH3:19][C:20](OC(C)=O)=[O:21].C(O)(C(F)(F)F)=O.